This data is from Full USPTO retrosynthesis dataset with 1.9M reactions from patents (1976-2016). The task is: Predict the reactants needed to synthesize the given product. (1) Given the product [C:14]([O:18][C:19]([N:21]1[CH2:26][CH2:25][CH:24]([O:1][C:2]2[CH:9]=[CH:8][C:7]([C:10]([F:11])([F:12])[F:13])=[CH:6][C:3]=2[CH:4]=[O:5])[CH2:23][CH2:22]1)=[O:20])([CH3:17])([CH3:15])[CH3:16], predict the reactants needed to synthesize it. The reactants are: [OH:1][C:2]1[CH:9]=[CH:8][C:7]([C:10]([F:13])([F:12])[F:11])=[CH:6][C:3]=1[CH:4]=[O:5].[C:14]([O:18][C:19]([N:21]1[CH2:26][CH2:25][CH:24](OS(C)(=O)=O)[CH2:23][CH2:22]1)=[O:20])([CH3:17])([CH3:16])[CH3:15].C([O-])([O-])=O.[K+].[K+]. (2) Given the product [N+:59]([C:62]1[CH:67]=[CH:66][C:65]([NH:68][CH:69]2[CH2:70][CH2:71][N:72]([C:18](=[O:19])[CH2:17][CH2:16][N:13]3[CH2:14][CH2:15][CH:10]([O:9][CH2:8][C:7]4[CH:6]=[CH:5][C:4]([C:3]([F:24])([F:2])[F:23])=[CH:22][CH:21]=4)[CH2:11][CH2:12]3)[CH2:73][CH2:74]2)=[CH:64][C:63]=1[C:75]([F:78])([F:76])[F:77])([O-:61])=[O:60], predict the reactants needed to synthesize it. The reactants are: [Li+].[F:2][C:3]([F:24])([F:23])[C:4]1[CH:22]=[CH:21][C:7]([CH2:8][O:9][CH:10]2[CH2:15][CH2:14][N:13]([CH2:16][CH2:17][C:18]([O-])=[O:19])[CH2:12][CH2:11]2)=[CH:6][CH:5]=1.C(N(C(C)C)CC)(C)C.F[P-](F)(F)(F)(F)F.CN(C)C(ON1C2C=CC=CC=2N=N1)=[N+](C)C.Cl.[N+:59]([C:62]1[CH:67]=[CH:66][C:65]([NH:68][CH:69]2[CH2:74][CH2:73][NH:72][CH2:71][CH2:70]2)=[CH:64][C:63]=1[C:75]([F:78])([F:77])[F:76])([O-:61])=[O:60]. (3) Given the product [C:30]([N:33]1[CH2:37][CH2:36][C:35]2([C:45]3[C:40](=[CH:41][CH:42]=[C:43]([CH:24]=[CH:4][O:3][CH3:2])[CH:44]=3)[N:39]([C:48]([NH:50][C:51]3[S:52][C:53]([Cl:56])=[CH:54][N:55]=3)=[O:49])[CH2:38]2)[CH2:34]1)(=[O:32])[CH3:31], predict the reactants needed to synthesize it. The reactants are: [Cl-].[CH3:2][O:3][CH2:4][P+](C1C=CC=CC=1)(C1C=CC=CC=1)C1C=CC=CC=1.[CH3:24]C(C)([O-])C.[K+].[C:30]([N:33]1[CH2:37][CH2:36][C:35]2([C:45]3[C:40](=[CH:41][CH:42]=[C:43](C=O)[CH:44]=3)[N:39]([C:48]([NH:50][C:51]3[S:52][C:53]([Cl:56])=[CH:54][N:55]=3)=[O:49])[CH2:38]2)[CH2:34]1)(=[O:32])[CH3:31].[Cl-].[NH4+].